This data is from Catalyst prediction with 721,799 reactions and 888 catalyst types from USPTO. The task is: Predict which catalyst facilitates the given reaction. (1) Reactant: [CH3:1][N:2]([CH3:6])[C:3](Cl)=[O:4].[Cl:7][C:8]1[CH:9]=[C:10]([CH:26]=[CH:27][C:28]=1[Cl:29])[CH2:11][N:12]1[C:20]2[C:15](=[C:16]([OH:21])[CH:17]=[CH:18][CH:19]=2)[CH:14]=[C:13]1[C:22]([O:24][CH3:25])=[O:23].C(N(CC)CC)C. Product: [Cl:7][C:8]1[CH:9]=[C:10]([CH:26]=[CH:27][C:28]=1[Cl:29])[CH2:11][N:12]1[C:20]2[C:15](=[C:16]([O:21][C:3](=[O:4])[N:2]([CH3:6])[CH3:1])[CH:17]=[CH:18][CH:19]=2)[CH:14]=[C:13]1[C:22]([O:24][CH3:25])=[O:23]. The catalyst class is: 166. (2) Reactant: [F:1][B-](F)(F)F.N#[O+].N1C=CC=CC=1.[FH:14].C([O:18][C:19]1([C:33]2([C:39]3[CH:44]=[CH:43][CH:42]=[CH:41][CH:40]=3)SCCCS2)[CH2:24][CH2:23][CH2:22][CH:21]([NH:25]C(OC(C)(C)C)=O)[CH2:20]1)(=O)C.C(=O)([O-])[O-].[Na+].[Na+]. Product: [NH2:25][CH:21]1[CH2:22][CH2:23][CH2:24][C:19]([C:33]([F:1])([F:14])[C:39]2[CH:44]=[CH:43][CH:42]=[CH:41][CH:40]=2)([OH:18])[CH2:20]1. The catalyst class is: 2. (3) Reactant: [C:1]1([CH:7]([NH:26][C:27]([O:29][C@@H:30]2[CH:35]3[CH2:36][CH2:37][N:32]([CH2:33][CH2:34]3)[CH2:31]2)=[O:28])[C:8]2[CH:9]=[C:10]([CH:23]=[CH:24][CH:25]=2)[O:11][CH2:12][C:13]2[CH:22]=[CH:21][C:16]([C:17]([O:19]C)=[O:18])=[CH:15][CH:14]=2)[CH:6]=[CH:5][CH:4]=[CH:3][CH:2]=1.[OH-].[Li+].Cl. Product: [C:1]1([CH:7]([NH:26][C:27]([O:29][C@@H:30]2[CH:35]3[CH2:36][CH2:37][N:32]([CH2:33][CH2:34]3)[CH2:31]2)=[O:28])[C:8]2[CH:9]=[C:10]([CH:23]=[CH:24][CH:25]=2)[O:11][CH2:12][C:13]2[CH:14]=[CH:15][C:16]([C:17]([OH:19])=[O:18])=[CH:21][CH:22]=2)[CH:6]=[CH:5][CH:4]=[CH:3][CH:2]=1. The catalyst class is: 1.